From a dataset of Catalyst prediction with 721,799 reactions and 888 catalyst types from USPTO. Predict which catalyst facilitates the given reaction. (1) Reactant: [Li]N([Si](C)(C)C)[Si](C)(C)C.[CH3:11][O:12][C:13]1[CH:18]=[CH:17][C:16]([C@@H:19]([N:21]([C:28](=[O:37])[C:29]#[C:30][C:31]2[CH:36]=[CH:35][CH:34]=[CH:33][CH:32]=2)[CH2:22][C:23]([O:25][CH2:26][CH3:27])=[O:24])[CH3:20])=[CH:15][CH:14]=1.Cl. Product: [CH3:11][O:12][C:13]1[CH:18]=[CH:17][C:16]([C@@H:19]([N:21]2[C:28](=[O:37])[CH:29]=[C:30]([C:31]3[CH:36]=[CH:35][CH:34]=[CH:33][CH:32]=3)[CH:22]2[C:23]([O:25][CH2:26][CH3:27])=[O:24])[CH3:20])=[CH:15][CH:14]=1. The catalyst class is: 1. (2) Product: [NH2:8][C:6]1[C:5]([OH:9])=[CH:4][N:3]=[C:2]([Cl:1])[N:7]=1. Reactant: [Cl:1][C:2]1[N:7]=[C:6]([NH2:8])[C:5]([O:9]C)=[CH:4][N:3]=1.B(Br)(Br)Br.CO. The catalyst class is: 2. (3) Reactant: C1(P(C2C=CC=CC=2)C2C=CC=CC=2)C=CC=CC=1.CCN(CC)CC.[Si:27]([O:34][C@@H:35]([CH3:61])[C@@H:36]([NH:50][C:51]1[CH:56]=[CH:55][C:54]([C:57]#[N:58])=[C:53]([Cl:59])[C:52]=1[CH3:60])[C:37]([NH:39][NH:40][C:41](=[O:49])[C:42]1[CH:47]=[CH:46][C:45]([I:48])=[CH:44][CH:43]=1)=O)([C:30]([CH3:33])([CH3:32])[CH3:31])([CH3:29])[CH3:28]. Product: [Si:27]([O:34][C@@H:35]([CH3:61])[C@@H:36]([NH:50][C:51]1[CH:56]=[CH:55][C:54]([C:57]#[N:58])=[C:53]([Cl:59])[C:52]=1[CH3:60])[C:37]1[O:49][C:41]([C:42]2[CH:43]=[CH:44][C:45]([I:48])=[CH:46][CH:47]=2)=[N:40][N:39]=1)([C:30]([CH3:32])([CH3:33])[CH3:31])([CH3:28])[CH3:29]. The catalyst class is: 2. (4) Reactant: [F:1][C:2]([F:21])([CH2:13][O:14][CH:15]1[CH2:20][CH2:19][CH2:18][CH2:17][O:16]1)[CH2:3][N:4]=[S:5]([C:8]([CH3:12])([CH3:11])[C:9]#[N:10])([CH3:7])=[O:6].CC(C)=O.C(=O)=O.[Br:29][C:30]1[N:35]=[C:34](/[C:36](=[N:38]/[S@@:39]([C:41]([CH3:44])([CH3:43])[CH3:42])=[O:40])/[CH3:37])[C:33]([F:45])=[C:32]([Si:46]([CH2:51][CH3:52])([CH2:49][CH3:50])[CH2:47][CH3:48])[CH:31]=1.C[Si](C)(C)[N-][Si](C)(C)C.[Li+].[Cl-].[NH4+]. Product: [Br:29][C:30]1[N:35]=[C:34]([C:36]([NH:38][S:39]([C:41]([CH3:43])([CH3:44])[CH3:42])=[O:40])([CH3:37])[CH2:7][S:5]([C:8]([C:9]#[N:10])([CH3:12])[CH3:11])(=[N:4][CH2:3][C:2]([F:1])([F:21])[CH2:13][O:14][CH:15]2[CH2:20][CH2:19][CH2:18][CH2:17][O:16]2)=[O:6])[C:33]([F:45])=[C:32]([Si:46]([CH2:51][CH3:52])([CH2:47][CH3:48])[CH2:49][CH3:50])[CH:31]=1. The catalyst class is: 1. (5) Product: [CH2:1]([O:3][C:4](=[O:17])[CH:5]([N:6]([C:10]([O:12][C:13]([CH3:16])([CH3:15])[CH3:14])=[O:11])[CH:7]1[CH2:8][CH2:9]1)[C:18](=[O:20])[CH3:19])[CH3:2]. The catalyst class is: 1. Reactant: [CH2:1]([O:3][C:4](=[O:17])[CH2:5][N:6]([C:10]([O:12][C:13]([CH3:16])([CH3:15])[CH3:14])=[O:11])[CH:7]1[CH2:9][CH2:8]1)[CH3:2].[C:18](Cl)(=[O:20])[CH3:19].